From a dataset of Reaction yield outcomes from USPTO patents with 853,638 reactions. Predict the reaction yield, written as a fraction of the theoretical maximum amount of product (1.0 means a 100% yield; for example, 0.34 means a 34% yield). (1) The reactants are [Cl:1][C:2]1[CH:7]=[C:6]([NH:8][CH:9]2[CH2:13][CH2:12][CH2:11][CH2:10]2)[N:5]2[N:14]=[C:15]([C:26]3[CH:31]=[CH:30][C:29]([O:32][CH3:33])=[CH:28][CH:27]=3)[C:16]([C:17]3[CH:22]=[CH:21][N:20]=[C:19](S(C)=O)[N:18]=3)=[C:4]2[CH:3]=1.C(OCC)(=O)C.[CH:40]1([NH2:43])[CH2:42][CH2:41]1. No catalyst specified. The product is [Cl:1][C:2]1[CH:7]=[C:6]([NH:8][CH:9]2[CH2:13][CH2:12][CH2:11][CH2:10]2)[N:5]2[N:14]=[C:15]([C:26]3[CH:31]=[CH:30][C:29]([O:32][CH3:33])=[CH:28][CH:27]=3)[C:16]([C:17]3[CH:22]=[CH:21][N:20]=[C:19]([NH:43][CH:40]4[CH2:42][CH2:41]4)[N:18]=3)=[C:4]2[CH:3]=1. The yield is 0.830. (2) The reactants are CO[CH2:3][O:4][CH2:5][CH2:6][C:7]1[S:8][CH:9]=[CH:10][CH:11]=1.[Br-].[Mg+2].[Br-]. The catalyst is ClCCl. The product is [S:8]1[C:7]2[CH2:6][CH2:5][O:4][CH2:3][C:11]=2[CH:10]=[CH:9]1. The yield is 0.820. (3) The reactants are [CH2:1]([C:5]1[NH:6][C:7]([CH2:10][OH:11])=[CH:8][N:9]=1)[CH2:2][CH2:3][CH3:4].C([O-])([O-])=O.[Na+].[Na+]. The catalyst is [N+]([O-])(O)=O. The product is [CH2:1]([C:5]1[NH:6][C:7]([CH:10]=[O:11])=[CH:8][N:9]=1)[CH2:2][CH2:3][CH3:4]. The yield is 0.530.